This data is from Catalyst prediction with 721,799 reactions and 888 catalyst types from USPTO. The task is: Predict which catalyst facilitates the given reaction. (1) Reactant: [NH2:1][C:2]1[CH:7]=[C:6]([Cl:8])[C:5]([C:9]([N:11]2[C:19]3[CH:18]=[CH:17][N:16]=[CH:15][C:14]=3[CH:13]=[CH:12]2)=[O:10])=[C:4]([Cl:20])[CH:3]=1.C(N(CC)CC)C.[C:28](Cl)(=[O:31])[CH2:29][CH3:30]. Product: [Cl:8][C:6]1[CH:7]=[C:2]([NH:1][C:28](=[O:31])[CH2:29][CH3:30])[CH:3]=[C:4]([Cl:20])[C:5]=1[C:9]([N:11]1[C:19]2[CH:18]=[CH:17][N:16]=[CH:15][C:14]=2[CH:13]=[CH:12]1)=[O:10]. The catalyst class is: 7. (2) Reactant: [CH2:1]([N:3]([CH2:29][CH3:30])[CH2:4][CH2:5][N:6]1[CH2:11][CH2:10][C:9]2[NH:12][C:13]([CH:16]=[C:17]3[C:25]4[C:20](=[CH:21][CH:22]=[C:23]([F:26])[CH:24]=4)[NH:19][C:18]3=[O:27])=[C:14]([CH3:15])[C:8]=2[C:7]1=[O:28])[CH3:2].C(O)(=O)C.[Br:35]N1C(=O)CCC1=O.N(C(C)(C)C#N)=NC(C)(C)C#N. Product: [Br:35][CH:10]1[CH2:11][N:6]([CH2:5][CH2:4][N:3]([CH2:1][CH3:2])[CH2:29][CH3:30])[C:7](=[O:28])[C:8]2[C:14]([CH3:15])=[C:13]([CH:16]=[C:17]3[C:25]4[C:20](=[CH:21][CH:22]=[C:23]([F:26])[CH:24]=4)[NH:19][C:18]3=[O:27])[NH:12][C:9]1=2. The catalyst class is: 717.